Dataset: Catalyst prediction with 721,799 reactions and 888 catalyst types from USPTO. Task: Predict which catalyst facilitates the given reaction. (1) Reactant: [CH3:1][S:2]([CH3:4])=O.O(S(C(F)(F)F)(=O)=O)S(C(F)(F)F)(=O)=O.[Br:20][C:21]1[N:22]=[CH:23][C:24]([NH2:27])=[N:25][CH:26]=1. Product: [Br:20][C:21]1[CH:26]=[N:25][C:24]([N:27]=[S:2]([CH3:4])[CH3:1])=[CH:23][N:22]=1. The catalyst class is: 2. (2) Reactant: [F-].C([N+](CCCC)(CCCC)CCCC)CCC.[Si]([O:26][C:27]1[CH:28]=[C:29]([C:35]([C:39]2[CH:44]=[C:43]([O:45][CH3:46])[CH:42]=[C:41]([O:47][CH3:48])[CH:40]=2)=[CH:36][C:37]#[N:38])[CH:30]=[CH:31][C:32]=1[O:33][CH3:34])(C(C)(C)C)(C)C.CCOCC. Product: [CH3:48][O:47][C:41]1[CH:40]=[C:39]([C:35]([C:29]2[CH:30]=[CH:31][C:32]([O:33][CH3:34])=[C:27]([OH:26])[CH:28]=2)=[CH:36][C:37]#[N:38])[CH:44]=[C:43]([O:45][CH3:46])[CH:42]=1. The catalyst class is: 1. (3) Reactant: [CH3:1][C:2]([Si:5](Cl)([CH3:7])[CH3:6])([CH3:4])[CH3:3].[OH:9][CH2:10][CH2:11][CH2:12][CH2:13][CH2:14][C:15]([O:17][CH3:18])=[O:16].N1C=CN=C1.O. Product: [Si:5]([O:9][CH2:10][CH2:11][CH2:12][CH2:13][CH2:14][C:15]([O:17][CH3:18])=[O:16])([C:2]([CH3:4])([CH3:3])[CH3:1])([CH3:7])[CH3:6]. The catalyst class is: 31.